Dataset: Reaction yield outcomes from USPTO patents with 853,638 reactions. Task: Predict the reaction yield, written as a fraction of the theoretical maximum amount of product (1.0 means a 100% yield; for example, 0.34 means a 34% yield). The reactants are [Cl:1][C:2]1[CH:6]=[C:5](I)[S:4][C:3]=1[C:8]1[N:12]2[N:13]=[C:14]([CH3:22])[CH:15]=[C:16]([CH:17]([CH2:20][CH3:21])[CH2:18][CH3:19])[C:11]2=[N:10][C:9]=1[CH3:23].N1C=[CH:27][N:26]=[N:25]1.C([O-])([O-])=O.[Cs+].[Cs+].[CH3:35][NH:36][C@H]1CCCC[C@@H]1NC. The catalyst is C(Cl)Cl.[Cu]I.CN(C=O)C. The product is [Cl:1][C:2]1[CH:6]=[C:5]([N:26]2[CH:27]=[N:36][CH:35]=[N:25]2)[S:4][C:3]=1[C:8]1[N:12]2[N:13]=[C:14]([CH3:22])[CH:15]=[C:16]([CH:17]([CH2:20][CH3:21])[CH2:18][CH3:19])[C:11]2=[N:10][C:9]=1[CH3:23]. The yield is 0.110.